From a dataset of Forward reaction prediction with 1.9M reactions from USPTO patents (1976-2016). Predict the product of the given reaction. Given the reactants [H-].[H-].[H-].[H-].[Li+].[Al+3].[CH3:7][C@@H:8]1[CH:13]=[CH:12][CH2:11][C:10]([CH3:15])([CH3:14])[C@H:9]1[C:16](OC)=[O:17].[OH-].[Na+].[O-]S([O-])(=O)=O.[Na+].[Na+], predict the reaction product. The product is: [CH3:7][C@@H:8]1[CH:13]=[CH:12][CH2:11][C:10]([CH3:14])([CH3:15])[C@H:9]1[CH2:16][OH:17].